Dataset: Full USPTO retrosynthesis dataset with 1.9M reactions from patents (1976-2016). Task: Predict the reactants needed to synthesize the given product. (1) Given the product [CH2:2]([O:3][C:4]([C:5]1[NH:6][C:14](=[O:15])[C:13]2[C:8]([C:7]=1[OH:17])=[CH:9][CH:10]=[C:11]([I:16])[CH:12]=2)=[O:18])[CH2:20][CH2:21][CH3:22], predict the reactants needed to synthesize it. The reactants are: [Na].[CH3:2][O:3][C:4](=[O:18])[CH2:5][N:6]1[C:14](=[O:15])[C:13]2[C:8](=[CH:9][CH:10]=[C:11]([I:16])[CH:12]=2)[C:7]1=[O:17].[O-][CH2:20][CH2:21][CH2:22]C.[Na+].Cl. (2) Given the product [Cl:1][C:2]1[CH:3]=[CH:4][C:5]([N:10]2[CH2:11][CH:12]([CH3:17])[CH2:13][CH:14]([CH3:16])[CH2:15]2)=[C:22]([CH:9]=1)[C:21]([OH:24])=[O:23], predict the reactants needed to synthesize it. The reactants are: [Cl:1][C:2]1[CH:3]=[CH:4][C:5]([N:10]2[CH2:15][CH:14]([CH3:16])[CH2:13][CH:12]([CH3:17])[CH2:11]2)=C([CH:9]=1)C#N.[OH-].[K+].O.[C:21]([O:24]CC)(=[O:23])[CH3:22].